Predict the product of the given reaction. From a dataset of Forward reaction prediction with 1.9M reactions from USPTO patents (1976-2016). (1) Given the reactants [F:1][C:2]1[CH:27]=[C:26]([NH:28][C:29]([NH:31]C(=O)CC2C=CC=CC=2)=[S:30])[CH:25]=[CH:24][C:3]=1[O:4][C:5]1[C:14]2[C:9](=[CH:10][C:11]([O:22][CH3:23])=[C:12]([C:15]([O:17]C(C)(C)C)=[O:16])[CH:13]=2)[N:8]=[CH:7][CH:6]=1.NC1C=CC(OC2C3C(=CC(OC)=C(C(O)=O)C=3)N=CC=2)=C([F:64])C=1.F[CH:66]([C:73]1[C:78]([F:79])=[CH:77][CH:76]=[CH:75][CH:74]=1)[C:67](SN=C=O)=[O:68].CN(C)C(=O)C, predict the reaction product. The product is: [F:79][C:78]1[CH:77]=[CH:76][CH:75]=[C:74]([F:64])[C:73]=1[CH2:66][C:67]([NH:31][C:29](=[S:30])[NH:28][C:26]1[CH:25]=[CH:24][C:3]([O:4][C:5]2[C:14]3[C:9](=[CH:10][C:11]([O:22][CH3:23])=[C:12]([C:15]([OH:17])=[O:16])[CH:13]=3)[N:8]=[CH:7][CH:6]=2)=[C:2]([F:1])[CH:27]=1)=[O:68]. (2) Given the reactants Br[CH2:2][C:3]([CH:5]1[CH2:8][CH2:7][CH2:6]1)=O.[NH2:9][C:10]1[CH:15]=[CH:14][CH:13]=[CH:12][C:11]=1[C:16](=[S:18])[NH2:17], predict the reaction product. The product is: [CH:5]1([C:3]2[N:17]=[C:16]([C:11]3[CH:12]=[CH:13][CH:14]=[CH:15][C:10]=3[NH2:9])[S:18][CH:2]=2)[CH2:8][CH2:7][CH2:6]1. (3) Given the reactants [F:1][C:2]1[CH:3]=[CH:4][C:5]([CH3:9])=[C:6]([OH:8])[CH:7]=1.Cl[CH:11]([O:13]C)Cl, predict the reaction product. The product is: [F:1][C:2]1[CH:7]=[C:6]([OH:8])[C:5]([CH3:9])=[CH:4][C:3]=1[CH:11]=[O:13]. (4) Given the reactants [NH2:1][C:2]1[C:11]([F:12])=[CH:10][C:5]([C:6]([O:8][CH3:9])=[O:7])=[C:4]([F:13])[CH:3]=1.[Br:14][C:15]1[CH:20]=[CH:19][C:18]([S:21](Cl)(=[O:23])=[O:22])=[CH:17][CH:16]=1.N1C=CC=CC=1, predict the reaction product. The product is: [Br:14][C:15]1[CH:20]=[CH:19][C:18]([S:21]([NH:1][C:2]2[C:11]([F:12])=[CH:10][C:5]([C:6]([O:8][CH3:9])=[O:7])=[C:4]([F:13])[CH:3]=2)(=[O:23])=[O:22])=[CH:17][CH:16]=1. (5) Given the reactants [NH2:1][C:2]1[N:3]=[C:4]2[CH:9]=[CH:8][C:7]([O:10][C:11]3[CH:12]=[C:13]([NH:17][C:18]([C:20]4[C:25]([CH3:26])=[CH:24][CH:23]=[CH:22][N:21]=4)=[O:19])[CH:14]=[CH:15][CH:16]=3)=[CH:6][N:5]2[CH:27]=1.C(=O)([O-])O.[Na+].[CH:33]1([S:36](Cl)(=[O:38])=[O:37])[CH2:35][CH2:34]1, predict the reaction product. The product is: [CH:33]1([S:36]([NH:1][C:2]2[N:3]=[C:4]3[CH:9]=[CH:8][C:7]([O:10][C:11]4[CH:12]=[C:13]([NH:17][C:18]([C:20]5[C:25]([CH3:26])=[CH:24][CH:23]=[CH:22][N:21]=5)=[O:19])[CH:14]=[CH:15][CH:16]=4)=[CH:6][N:5]3[CH:27]=2)(=[O:38])=[O:37])[CH2:35][CH2:34]1.